Predict the product of the given reaction. From a dataset of Forward reaction prediction with 1.9M reactions from USPTO patents (1976-2016). (1) The product is: [C:16]([O:19][C:20](=[O:23])[CH2:21][N:12]1[CH:13]=[C:9]([B:4]2[O:5][C:6]([CH3:7])([CH3:8])[C:2]([CH3:14])([CH3:1])[O:3]2)[CH:10]=[N:11]1)([CH3:18])([CH3:17])[CH3:15]. Given the reactants [CH3:1][C:2]1([CH3:14])[C:6]([CH3:8])([CH3:7])[O:5][B:4]([C:9]2[CH:10]=[N:11][NH:12][CH:13]=2)[O:3]1.[CH3:15][C:16]([O:19][C:20](=[O:23])[CH2:21]Br)([CH3:18])[CH3:17].C(=O)([O-])[O-].[Cs+].[Cs+], predict the reaction product. (2) Given the reactants [C:1]([O:5][C:6](=[O:21])[CH2:7][O:8][C:9]1[C:14]2[CH2:15][CH2:16][CH2:17][CH2:18][CH:19]([NH2:20])[C:13]=2[CH:12]=[CH:11][CH:10]=1)([CH3:4])([CH3:3])[CH3:2].[CH3:22][S:23]([C:26]1[CH:27]=[C:28]([S:32](Cl)(=[O:34])=[O:33])[CH:29]=[CH:30][CH:31]=1)(=[O:25])=[O:24].C(N(C(C)C)CC)(C)C, predict the reaction product. The product is: [C:1]([O:5][C:6](=[O:21])[CH2:7][O:8][C:9]1[C:14]2[CH2:15][CH2:16][CH2:17][CH2:18][CH:19]([NH:20][S:32]([C:28]3[CH:29]=[CH:30][CH:31]=[C:26]([S:23]([CH3:22])(=[O:25])=[O:24])[CH:27]=3)(=[O:34])=[O:33])[C:13]=2[CH:12]=[CH:11][CH:10]=1)([CH3:4])([CH3:2])[CH3:3]. (3) Given the reactants [ClH:1].Cl.[NH:3]1[CH2:7][CH2:6][CH:5]([O:8][NH2:9])[CH2:4]1.[CH3:10][C@:11]12[CH2:28][CH2:27][C@H:26]3[C@@H:16]([CH2:17][C:18](=[O:30])[CH:19]4[C@:24]3([CH3:25])[CH2:23][CH2:22][C:21](=O)[CH2:20]4)[C@@H:15]1[CH2:14][CH2:13][C:12]2=[O:31].O.[Na+].[Cl-], predict the reaction product. The product is: [ClH:1].[NH:3]1[CH2:7][CH2:6][CH:5]([O:8][N:9]=[C:21]2[CH2:22][CH2:23][C@@:24]3([CH3:25])[CH:19]([C:18](=[O:30])[CH2:17][C@@H:16]4[C@@H:26]3[CH2:27][CH2:28][C@@:11]3([CH3:10])[C@H:15]4[CH2:14][CH2:13][C:12]3=[O:31])[CH2:20]2)[CH2:4]1. (4) Given the reactants Cl.[NH2:2][CH2:3][CH2:4][CH2:5][O:6][C:7]1[CH:16]=[CH:15][C:14]([Cl:17])=[CH:13][C:8]=1[C:9]([O:11][CH3:12])=[O:10].[C:18](Cl)(=[O:21])[CH2:19][CH3:20], predict the reaction product. The product is: [Cl:17][C:14]1[CH:15]=[CH:16][C:7]([O:6][CH2:5][CH2:4][CH2:3][NH:2][C:18](=[O:21])[CH2:19][CH3:20])=[C:8]([CH:13]=1)[C:9]([O:11][CH3:12])=[O:10]. (5) Given the reactants [C:1]([C:5]1[CH:10]=[CH:9][C:8]([CH2:11][C:12]([OH:14])=[O:13])=[CH:7][CH:6]=1)([CH3:4])([CH3:3])[CH3:2].C([O-])([O-])=O.[Cs+].[Cs+].[CH2:21](Br)[C:22]1[CH:27]=[CH:26][CH:25]=[CH:24][CH:23]=1, predict the reaction product. The product is: [CH2:21]([O:13][C:12](=[O:14])[CH2:11][C:8]1[CH:9]=[CH:10][C:5]([C:1]([CH3:4])([CH3:2])[CH3:3])=[CH:6][CH:7]=1)[C:22]1[CH:27]=[CH:26][CH:25]=[CH:24][CH:23]=1. (6) Given the reactants P12(SP3(SP(SP(S3)(S1)=S)(=S)S2)=S)=[S:2].C([O-])([O-])=O.[Na+].[Na+].[Cl:21][C:22]1[CH:27]=[CH:26][C:25]([C:28]2[C:34]3[CH:35]=[C:36]([O:39][CH3:40])[CH:37]=[CH:38][C:33]=3[NH:32][C:31](=O)[C@H:30]([CH2:42][C:43]([O:45][CH3:46])=[O:44])[N:29]=2)=[CH:24][CH:23]=1, predict the reaction product. The product is: [Cl:21][C:22]1[CH:27]=[CH:26][C:25]([C:28]2[C:34]3[CH:35]=[C:36]([O:39][CH3:40])[CH:37]=[CH:38][C:33]=3[NH:32][C:31](=[S:2])[C@H:30]([CH2:42][C:43]([O:45][CH3:46])=[O:44])[N:29]=2)=[CH:24][CH:23]=1. (7) Given the reactants [CH:1]([C:4]1[CH:9]=[CH:8][C:7]([CH:10]([CH2:16][C:17]2[CH:22]=[CH:21][C:20]([O:23][CH2:24][CH2:25][C:26]3[CH:31]=[CH:30][CH:29]=[C:28]([NH:32][CH3:33])[N:27]=3)=[CH:19][CH:18]=2)[CH2:11][C:12]([O:14]C)=[O:13])=[CH:6][CH:5]=1)([CH3:3])[CH3:2].BrC1C=CC(C(CC2C=CC(OCCC3C=CC=C(NC)N=3)=CC=2)CC(OCC)=O)=CC=1, predict the reaction product. The product is: [CH:1]([C:4]1[CH:5]=[CH:6][C:7]([CH:10]([CH2:16][C:17]2[CH:22]=[CH:21][C:20]([O:23][CH2:24][CH2:25][C:26]3[CH:31]=[CH:30][CH:29]=[C:28]([NH:32][CH3:33])[N:27]=3)=[CH:19][CH:18]=2)[CH2:11][C:12]([OH:14])=[O:13])=[CH:8][CH:9]=1)([CH3:3])[CH3:2].